From a dataset of Full USPTO retrosynthesis dataset with 1.9M reactions from patents (1976-2016). Predict the reactants needed to synthesize the given product. Given the product [CH2:1]([O:8][C:9]1[CH:16]=[CH:15][C:12]([CH2:13][CH2:22][NH2:19])=[CH:11][C:10]=1[O:17][CH3:18])[C:2]1[CH:7]=[CH:6][CH:5]=[CH:4][CH:3]=1.[CH2:1]([O:8][C:9]1[CH:16]=[CH:15][C:12](/[CH:13]=[CH:22]/[N+:19]([O-:21])=[O:20])=[CH:11][C:10]=1[O:17][CH3:18])[C:2]1[CH:7]=[CH:6][CH:5]=[CH:4][CH:3]=1, predict the reactants needed to synthesize it. The reactants are: [CH2:1]([O:8][C:9]1[CH:16]=[CH:15][C:12]([CH:13]=O)=[CH:11][C:10]=1[O:17][CH3:18])[C:2]1[CH:7]=[CH:6][CH:5]=[CH:4][CH:3]=1.[N+:19]([CH3:22])([O-:21])=[O:20].C(Cl)Cl.